Dataset: Forward reaction prediction with 1.9M reactions from USPTO patents (1976-2016). Task: Predict the product of the given reaction. (1) Given the reactants N=C=N.[CH3:4][N:5]([C:9]1[S:10][CH:11]=[N:12][N:13]=1)[CH2:6][CH2:7][NH2:8].[Cl:14][C:15]1[CH:16]=[C:17]([C:21]#[C:22][C:23](O)=[O:24])[CH:18]=[CH:19][CH:20]=1, predict the reaction product. The product is: [Cl:14][C:15]1[CH:16]=[C:17]([C:21]#[C:22][C:23]([NH:8][CH2:7][CH2:6][N:5]([CH3:4])[C:9]2[S:10][CH:11]=[N:12][N:13]=2)=[O:24])[CH:18]=[CH:19][CH:20]=1. (2) Given the reactants [Br:1][C:2]1[CH:3]=[C:4]([NH:8][C@H:9]([C:12]2[CH:17]=[CH:16][CH:15]=[CH:14][CH:13]=2)[CH2:10][NH2:11])[CH:5]=[N:6][CH:7]=1.C(N(CC)C(C)C)(C)C.[C:27](Cl)(=[O:34])[C:28]1[CH:33]=[CH:32][CH:31]=[CH:30][CH:29]=1, predict the reaction product. The product is: [Br:1][C:2]1[CH:3]=[C:4]([NH:8][C@H:9]([C:12]2[CH:17]=[CH:16][CH:15]=[CH:14][CH:13]=2)[CH2:10][NH:11][C:27](=[O:34])[C:28]2[CH:33]=[CH:32][CH:31]=[CH:30][CH:29]=2)[CH:5]=[N:6][CH:7]=1. (3) Given the reactants [NH2:1][C:2]1[CH:3]=[C:4]([S:9]([NH2:12])(=[O:11])=[O:10])[CH:5]=[CH:6][C:7]=1[Cl:8].[F:13][C:14]([F:25])([F:24])[C:15](O[C:15](=[O:16])[C:14]([F:25])([F:24])[F:13])=[O:16], predict the reaction product. The product is: [NH2:12][S:9]([C:4]1[CH:5]=[CH:6][C:7]([Cl:8])=[C:2]([NH:1][C:15](=[O:16])[C:14]([F:25])([F:24])[F:13])[CH:3]=1)(=[O:11])=[O:10]. (4) Given the reactants [CH3:1][C:2]1[CH:10]=[CH:9][C:5]([C:6](O)=[O:7])=[CH:4][C:3]=1[N+:11]([O-:13])=[O:12].CN1CCOCC1.ClC(OCC)=O.[BH4-].[Na+], predict the reaction product. The product is: [CH3:1][C:2]1[CH:10]=[CH:9][C:5]([CH:6]=[O:7])=[CH:4][C:3]=1[N+:11]([O-:13])=[O:12]. (5) Given the reactants [O:1]1[CH:5]=[CH:4][CH:3]=[C:2]1[C:6]1[CH:19]=[C:9]2[N:10]=[C:11](S(C)(=O)=O)[N:12]=[C:13]([NH2:14])[N:8]2[N:7]=1.[NH:20]1[CH2:25][CH2:24][NH:23][CH2:22][CH2:21]1, predict the reaction product. The product is: [O:1]1[CH:5]=[CH:4][CH:3]=[C:2]1[C:6]1[CH:19]=[C:9]2[N:10]=[C:11]([N:20]3[CH2:25][CH2:24][NH:23][CH2:22][CH2:21]3)[N:12]=[C:13]([NH2:14])[N:8]2[N:7]=1. (6) Given the reactants [CH3:1][C:2]1[CH:8]=[CH:7][CH:6]=[C:5]([CH3:9])[C:3]=1[NH2:4].[C:10]([O:13]C(=O)C)(=O)[CH3:11].[N+:17]([O-])([OH:19])=[O:18], predict the reaction product. The product is: [CH3:1][C:2]1[CH:8]=[C:7]([N+:17]([O-:19])=[O:18])[CH:6]=[C:5]([CH3:9])[C:3]=1[NH:4][C:10](=[O:13])[CH3:11]. (7) The product is: [C:30]([O:34][C:35]([N:37]1[CH2:42][CH2:41][CH:40]([CH2:43][NH:44][C:15]([C:14]2[C:8]3[N:7]=[C:6]([C:2]([CH3:3])([CH3:4])[CH3:5])[NH:10][C:9]=3[CH:11]=[CH:12][CH:13]=2)=[O:17])[CH2:39][CH2:38]1)=[O:36])([CH3:33])([CH3:32])[CH3:31]. Given the reactants Cl.[C:2]([C:6]1[NH:10][C:9]2[CH:11]=[CH:12][CH:13]=[C:14]([C:15]([OH:17])=O)[C:8]=2[N:7]=1)([CH3:5])([CH3:4])[CH3:3].C(N1C=CN=C1)(N1C=CN=C1)=O.[C:30]([O:34][C:35]([N:37]1[CH2:42][CH2:41][CH:40]([CH2:43][NH2:44])[CH2:39][CH2:38]1)=[O:36])([CH3:33])([CH3:32])[CH3:31].N12CCN(CC1)CC2, predict the reaction product. (8) Given the reactants [OH:1][CH:2]1[CH2:11][C:10]2[C:9]([NH:12][C:13](=[O:21])OC3C=CC=CC=3)=[CH:8][CH:7]=[CH:6][C:5]=2[CH2:4][CH2:3]1.[I:22][C:23]1[CH:24]=[C:25]([CH:27]=[CH:28][CH:29]=1)[NH2:26].O, predict the reaction product. The product is: [OH:1][CH:2]1[CH2:11][C:10]2[C:9]([NH:12][C:13]([NH:26][C:25]3[CH:27]=[CH:28][CH:29]=[C:23]([I:22])[CH:24]=3)=[O:21])=[CH:8][CH:7]=[CH:6][C:5]=2[CH2:4][CH2:3]1. (9) Given the reactants C([O:3][C:4](=O)[CH2:5][O:6][C@H:7]1[CH2:10][C@H:9]([N:11]2[C:16](=[O:17])[C:15]([CH2:18][C:19]3[CH:24]=[CH:23][C:22]([C:25]4[CH:30]=[CH:29][CH:28]=[CH:27][C:26]=4[C:31]#[N:32])=[CH:21][CH:20]=3)=[C:14]([CH2:33][CH2:34][CH3:35])[N:13]3[N:36]=[CH:37][N:38]=[C:12]23)[CH2:8]1)C.[CH2:40]([Mg]Br)[CH3:41].[Cl-].[NH4+].O1CC[CH2:48][CH2:47]1, predict the reaction product. The product is: [CH2:47]([C:4]([OH:3])([CH2:40][CH3:41])[CH2:5][O:6][C@H:7]1[CH2:8][C@H:9]([N:11]2[C:16](=[O:17])[C:15]([CH2:18][C:19]3[CH:24]=[CH:23][C:22]([C:25]4[C:26]([C:31]#[N:32])=[CH:27][CH:28]=[CH:29][CH:30]=4)=[CH:21][CH:20]=3)=[C:14]([CH2:33][CH2:34][CH3:35])[N:13]3[N:36]=[CH:37][N:38]=[C:12]23)[CH2:10]1)[CH3:48].